Dataset: Reaction yield outcomes from USPTO patents with 853,638 reactions. Task: Predict the reaction yield, written as a fraction of the theoretical maximum amount of product (1.0 means a 100% yield; for example, 0.34 means a 34% yield). (1) The reactants are [OH:1][C:2]1[CH:7]=[CH:6][C:5]([CH2:8][CH2:9][C:10]([OH:12])=[O:11])=[CH:4][CH:3]=1.C(=O)([O-])[O-].[K+].[K+].[CH2:19](Br)[C:20]1[CH:25]=[CH:24][CH:23]=[CH:22][CH:21]=1. The catalyst is CN(C)C=O.C1(C)C=CC=CC=1.O. The product is [OH:1][C:2]1[CH:3]=[CH:4][C:5]([CH2:8][CH2:9][C:10]([O:12][CH2:19][C:20]2[CH:25]=[CH:24][CH:23]=[CH:22][CH:21]=2)=[O:11])=[CH:6][CH:7]=1. The yield is 0.940. (2) The catalyst is CC(O)=O. The yield is 0.670. The reactants are [C:1]([C:5]1[NH:6][C:7]2[CH:13]=[C:12]([NH2:14])[CH:11]=[CH:10][C:8]=2[N:9]=1)([CH3:4])([CH3:3])[CH3:2].[Br:15]Br. The product is [C:1]([C:5]1[NH:6][C:7]2[C:13]([Br:15])=[C:12]([NH2:14])[CH:11]=[CH:10][C:8]=2[N:9]=1)([CH3:4])([CH3:2])[CH3:3]. (3) The reactants are S[C:2]1[N:3]=[C:4]([OH:12])[C:5]2[C@H:10]([CH3:11])[CH2:9][CH2:8][C:6]=2[N:7]=1.[NH4+].[OH-]. The catalyst is O.[Ni]. The product is [CH3:11][C@H:10]1[C:5]2[C:4]([OH:12])=[N:3][CH:2]=[N:7][C:6]=2[CH2:8][CH2:9]1. The yield is 0.990. (4) The reactants are [C:1]([C:3]1[CH:8]=[CH:7][C:6]([N:9]2[C:13]([C:14]3[CH:19]=[CH:18][C:17]([S:20]([CH3:23])(=[O:22])=[O:21])=[CH:16][CH:15]=3)=[CH:12][CH:11]=[C:10]2[CH2:24][CH2:25][C:26]([O:28][CH2:29][CH3:30])=[O:27])=[C:5]([CH3:31])[CH:4]=1)#[N:2].C(=O)([O-])[O-:33].[K+].[K+].OO.O. The catalyst is CS(C)=O. The product is [C:1]([C:3]1[CH:8]=[CH:7][C:6]([N:9]2[C:13]([C:14]3[CH:15]=[CH:16][C:17]([S:20]([CH3:23])(=[O:22])=[O:21])=[CH:18][CH:19]=3)=[CH:12][CH:11]=[C:10]2[CH2:24][CH2:25][C:26]([O:28][CH2:29][CH3:30])=[O:27])=[C:5]([CH3:31])[CH:4]=1)(=[O:33])[NH2:2]. The yield is 0.800. (5) The reactants are Cl[C:2]1[C:7]2[C:8](=[O:22])[N:9](CC3C=CC(OC)=CC=3OC)[CH2:10][C:6]=2[C:5]([F:23])=[C:4]([NH:24][C@@H:25]2[CH2:30][CH2:29][CH2:28][CH2:27][C@@H:26]2[NH:31]C(=O)OC(C)(C)C)[N:3]=1.[BrH:39]. The catalyst is CC(O)=O. The product is [NH2:31][C@H:26]1[CH2:27][CH2:28][CH2:29][CH2:30][C@H:25]1[NH:24][C:4]1[N:3]=[C:2]([Br:39])[C:7]2[C:8](=[O:22])[NH:9][CH2:10][C:6]=2[C:5]=1[F:23]. The yield is 0.300. (6) The reactants are CO[C:3]1[CH:4]=[C:5]2[C:10](=[CH:11][C:12]=1OC)N=CN=C2O[C:3]1[CH:12]=[CH:11][C:10](N)=[CH:5][CH:4]=1.ClC(Cl)(OC(=O)OC(Cl)(Cl)Cl)Cl.[CH3:35][O:36][C:37]1[CH:38]=[C:39]2[C:44](=[CH:45][C:46]=1[O:47][CH3:48])[N:43]=CC=[C:40]2[O:49][C:50]1[CH:55]=[CH:54][C:53]([NH:56][C:57]([NH:59][CH:60]2[CH2:65][CH2:64][NH:63][CH2:62][CH2:61]2)=[O:58])=[CH:52][CH:51]=1.[C:66](=O)([O-])O.[Na+].[CH2:71]([N:73](CC)CC)C. The catalyst is C(Cl)(Cl)Cl. The product is [CH3:35][O:36][C:37]1[CH:38]=[C:39]2[C:44](=[CH:45][C:46]=1[O:47][CH3:48])[N:43]=[CH:71][N:73]=[C:40]2[O:49][C:50]1[CH:51]=[CH:52][C:53]([NH:56][C:57]([NH:59][CH:60]2[CH2:61][CH2:62][N:63]([CH2:64][C:65]3[CH:5]=[CH:4][CH:3]=[CH:12][C:11]=3[CH3:10])[CH2:66]2)=[O:58])=[CH:54][CH:55]=1. The yield is 0.370.